Dataset: Reaction yield outcomes from USPTO patents with 853,638 reactions. Task: Predict the reaction yield, written as a fraction of the theoretical maximum amount of product (1.0 means a 100% yield; for example, 0.34 means a 34% yield). (1) The product is [I:1][C:2]1[CH:3]=[C:4]([CH:7]=[CH:8][CH:9]=1)[CH2:5][P:10](=[O:17])([O:14][CH2:15][CH3:16])[O:11][CH2:12][CH3:13]. The reactants are [I:1][C:2]1[CH:3]=[C:4]([CH:7]=[CH:8][CH:9]=1)[CH2:5]Br.[P:10]([O:17]CC)([O:14][CH2:15][CH3:16])[O:11][CH2:12][CH3:13]. The catalyst is CCOC(C)=O. The yield is 0.910. (2) The reactants are Br[CH2:2][CH2:3][C:4]([OH:6])=[O:5].[OH-].[K+].[F:9][C:10]([F:15])([F:14])[CH2:11][CH2:12][SH:13].Cl. The catalyst is CO. The product is [F:9][C:10]([F:15])([F:14])[CH2:11][CH2:12][S:13][CH2:2][CH2:3][C:4]([OH:6])=[O:5]. The yield is 0.880.